This data is from Reaction yield outcomes from USPTO patents with 853,638 reactions. The task is: Predict the reaction yield, written as a fraction of the theoretical maximum amount of product (1.0 means a 100% yield; for example, 0.34 means a 34% yield). (1) The reactants are CO[C:3]([C:5]1[S:9][C:8]([CH2:10][CH:11]([C:13]2[C:14]([CH2:19][CH2:20][CH2:21][CH3:22])=[N:15][O:16][C:17]=2[CH3:18])O)=[N:7][CH:6]=1)=[O:4].S(=O)(=O)(O)O.[CH:28]([NH2:31])([CH3:30])[CH3:29]. No catalyst specified. The product is [CH:28]([NH:31][C:3]([C:5]1[S:9][C:8](/[CH:10]=[CH:11]/[C:13]2[C:14]([CH2:19][CH2:20][CH2:21][CH3:22])=[N:15][O:16][C:17]=2[CH3:18])=[N:7][CH:6]=1)=[O:4])([CH3:30])[CH3:29]. The yield is 0.340. (2) The reactants are [Cl:1][C:2]1[N:7]=[CH:6][N:5]=[C:4]([NH2:8])[CH:3]=1.[C:9](OC(=O)C)(=[O:11])[CH3:10]. No catalyst specified. The product is [Cl:1][C:2]1[N:7]=[CH:6][N:5]=[C:4]([NH:8][C:9](=[O:11])[CH3:10])[CH:3]=1. The yield is 0.980.